Task: Predict the product of the given reaction.. Dataset: Forward reaction prediction with 1.9M reactions from USPTO patents (1976-2016) (1) Given the reactants [Cl:1][C:2]1[C:3]([F:27])=[C:4]([C@@H:8]([NH:11][C:12]([C@@H:14]2[CH2:18][C@@H:17]([F:19])[CH2:16][N:15]2C(OC(C)(C)C)=O)=[O:13])[CH2:9][OH:10])[CH:5]=[CH:6][CH:7]=1, predict the reaction product. The product is: [ClH:1].[Cl:1][C:2]1[C:3]([F:27])=[C:4]([C@@H:8]([NH:11][C:12]([C@@H:14]2[CH2:18][C@@H:17]([F:19])[CH2:16][NH:15]2)=[O:13])[CH2:9][OH:10])[CH:5]=[CH:6][CH:7]=1. (2) Given the reactants [NH2:1][C:2]1[C:10]2[C:5](=[CH:6][CH:7]=[CH:8][CH:9]=2)[NH:4][C:3]=1[C:11]([O:13][CH2:14][CH3:15])=[O:12].Cl[C:17]1[N:22]=[CH:21][CH:20]=[CH:19][N:18]=1.[Cl-].[NH4+].C(OCC)(=O)C, predict the reaction product. The product is: [CH2:14]([O:13][C:11]([C:3]1[NH:4][C:5]2[C:10]([C:2]=1[NH:1][C:17]1[N:22]=[CH:21][CH:20]=[CH:19][N:18]=1)=[CH:9][CH:8]=[CH:7][CH:6]=2)=[O:12])[CH3:15]. (3) Given the reactants Cl.[CH3:2][NH:3][O:4][CH3:5].[O:6]1[CH:10]=[CH:9][CH:8]=[C:7]1[C:11]1[O:12][C:13]([CH3:44])=[C:14]([CH2:16][O:17][C:18]2[CH:41]=[CH:40][C:21]([CH2:22][O:23][C:24]3[C:28](/[CH:29]=[CH:30]/[C:31](O)=[O:32])=[CH:27][N:26]([C:34]4[CH:39]=[CH:38][CH:37]=[CH:36][CH:35]=4)[N:25]=3)=[CH:20][C:19]=2[O:42][CH3:43])[N:15]=1.Cl.C(N=C=NCCCN(C)C)C.O.ON1C2C=CC=CC=2N=N1, predict the reaction product. The product is: [O:6]1[CH:10]=[CH:9][CH:8]=[C:7]1[C:11]1[O:12][C:13]([CH3:44])=[C:14]([CH2:16][O:17][C:18]2[CH:41]=[CH:40][C:21]([CH2:22][O:23][C:24]3[C:28](/[CH:29]=[CH:30]/[C:31]([N:3]([O:4][CH3:5])[CH3:2])=[O:32])=[CH:27][N:26]([C:34]4[CH:39]=[CH:38][CH:37]=[CH:36][CH:35]=4)[N:25]=3)=[CH:20][C:19]=2[O:42][CH3:43])[N:15]=1. (4) Given the reactants [Si:1]([O:18][CH2:19][C:20]1[CH:25]=[CH:24][CH:23]=[CH:22][C:21]=1[CH2:26]O)([C:14]([CH3:17])([CH3:16])[CH3:15])([C:8]1[CH:13]=[CH:12][CH:11]=[CH:10][CH:9]=1)[C:2]1[CH:7]=[CH:6][CH:5]=[CH:4][CH:3]=1.C(Br)(Br)(Br)[Br:29].C1(P(C2C=CC=CC=2)C2C=CC=CC=2)C=CC=CC=1.CCCCCC, predict the reaction product. The product is: [Br:29][CH2:26][C:21]1[CH:22]=[CH:23][CH:24]=[CH:25][C:20]=1[CH2:19][O:18][Si:1]([C:14]([CH3:17])([CH3:16])[CH3:15])([C:8]1[CH:13]=[CH:12][CH:11]=[CH:10][CH:9]=1)[C:2]1[CH:7]=[CH:6][CH:5]=[CH:4][CH:3]=1. (5) Given the reactants [NH:1]([C:3]1[CH:18]=[CH:17][C:6]([C:7]([NH:9][CH2:10][CH:11]2[CH2:16][CH2:15][O:14][CH2:13][CH2:12]2)=[O:8])=[CH:5][N:4]=1)[NH2:2].Cl.CN(C)[CH:22]=[C:23]([N:29]1[CH:34]=[CH:33][C:32](=[O:35])[CH:31]=[CH:30]1)[C:24](OCC)=[O:25].C(O)(=O)C, predict the reaction product. The product is: [OH:25][C:24]1[N:1]([C:3]2[CH:18]=[CH:17][C:6]([C:7]([NH:9][CH2:10][CH:11]3[CH2:16][CH2:15][O:14][CH2:13][CH2:12]3)=[O:8])=[CH:5][N:4]=2)[N:2]=[CH:22][C:23]=1[N:29]1[CH:30]=[CH:31][C:32](=[O:35])[CH:33]=[CH:34]1. (6) Given the reactants Br[C:2]1[CH:3]=[C:4]([C:8]([NH2:11])([CH3:10])[CH3:9])[CH:5]=[CH:6][CH:7]=1.CN([CH:20]1[CH2:25][CH2:24]CCC1)C1CCCCC1.C(P(C(C)(C)C)C(C)(C)C)(C)(C)C.[C:39]([O:43][CH2:44]C)(=[O:42])C=C, predict the reaction product. The product is: [CH3:44][O:43][C:39](=[O:42])[C:25]([CH3:24])=[CH:20][C:2]1[CH:7]=[CH:6][CH:5]=[C:4]([C:8]([NH2:11])([CH3:10])[CH3:9])[CH:3]=1. (7) Given the reactants [Cl:1][C:2]1[CH:24]=[CH:23][C:5]2[NH:6][C:7](=[O:22])[CH2:8][CH:9]3[CH2:14][N:13](C(OC(C)(C)C)=O)[CH2:12][CH2:11][N:10]3[C:4]=2[CH:3]=1.Cl, predict the reaction product. The product is: [Cl:1][C:2]1[CH:24]=[CH:23][C:5]2[NH:6][C:7](=[O:22])[CH2:8][CH:9]3[CH2:14][NH:13][CH2:12][CH2:11][N:10]3[C:4]=2[CH:3]=1.